Dataset: Full USPTO retrosynthesis dataset with 1.9M reactions from patents (1976-2016). Task: Predict the reactants needed to synthesize the given product. (1) Given the product [C:25]([OH:31])([C:27]([F:30])([F:29])[F:28])=[O:26].[C:77](=[O:76])([O-:78])[NH2:79], predict the reactants needed to synthesize it. The reactants are: CN(C(ON1N=NC2C=CC=NC1=2)=[N+](C)C)C.F[P-](F)(F)(F)(F)F.[C:25]([OH:31])([C:27]([F:30])([F:29])[F:28])=[O:26].N1CCC[C@H]1C1NC2C=C(C3C=CC4C(=CC=C(C5NC([C@@H]6CCCN6)=NC=5)C=4)C=3)C=CC=2N=1.C(N(C(C)C)CC)(C)C.C[O:76][C:77]([NH:79][C@@H](C(C)C)C(O)=O)=[O:78]. (2) The reactants are: Cl.[S:2]1[C:6]([NH2:7])=[CH:5][C:4]2[CH:8]=[CH:9][CH:10]=[CH:11][C:3]1=2.[Br:12][C:13]1[CH:18]=[CH:17][C:16]([S:19](Cl)(=[O:21])=[O:20])=[CH:15][CH:14]=1. Given the product [S:2]1[C:6]([NH:7][S:19]([C:16]2[CH:17]=[CH:18][C:13]([Br:12])=[CH:14][CH:15]=2)(=[O:21])=[O:20])=[CH:5][C:4]2[CH:8]=[CH:9][CH:10]=[CH:11][C:3]1=2, predict the reactants needed to synthesize it. (3) The reactants are: [Br:1][C:2]1[CH:3]=[C:4]2[C:8](=[CH:9][CH:10]=1)[NH:7][CH2:6][CH2:5]2.C(N(CC)CC)C.[CH2:18]([S:20](Cl)(=[O:22])=[O:21])[CH3:19]. Given the product [Br:1][C:2]1[CH:3]=[C:4]2[C:8](=[CH:9][CH:10]=1)[N:7]([S:20]([CH2:18][CH3:19])(=[O:22])=[O:21])[CH2:6][CH2:5]2, predict the reactants needed to synthesize it. (4) Given the product [CH2:16]([N:3]([CH2:1][CH3:2])[S:4]([C:7]1[CH:12]=[CH:11][C:10]2[N:9]([C:23](=[O:24])[NH:14][N:13]=2)[C:8]=1[CH3:15])(=[O:6])=[O:5])[CH3:17], predict the reactants needed to synthesize it. The reactants are: [CH2:1]([N:3]([CH2:16][CH3:17])[S:4]([C:7]1[C:8]([CH3:15])=[N:9][C:10]([NH:13][NH2:14])=[CH:11][CH:12]=1)(=[O:6])=[O:5])[CH3:2].C1N=CN([C:23](N2C=NC=C2)=[O:24])C=1. (5) Given the product [NH2:23][C:24]1[C:29]([C:30]#[N:31])=[CH:28][CH:27]=[C:26]([NH:32][CH2:33][CH2:34][NH:35][C:2]2[C:7]3=[N:8][N:9]=[CH:10][N:6]3[N:5]=[C:4]([C:11]3[CH:16]=[CH:15][C:14]([C:17]([F:20])([F:19])[F:18])=[CH:13][CH:12]=3)[N:3]=2)[N:25]=1, predict the reactants needed to synthesize it. The reactants are: Cl[C:2]1[C:7]2=[N:8][N:9]=[CH:10][N:6]2[N:5]=[C:4]([C:11]2[CH:16]=[CH:15][C:14]([C:17]([F:20])([F:19])[F:18])=[CH:13][CH:12]=2)[N:3]=1.Cl.Cl.[NH2:23][C:24]1[C:29]([C:30]#[N:31])=[CH:28][CH:27]=[C:26]([NH:32][CH2:33][CH2:34][NH2:35])[N:25]=1.C(N(CC)C(C)C)(C)C.